Task: Predict the reactants needed to synthesize the given product.. Dataset: Full USPTO retrosynthesis dataset with 1.9M reactions from patents (1976-2016) (1) The reactants are: [CH3:1][O:2][C:3](=[O:32])[C:4]1[CH:9]=[CH:8][C:7]([O:10][CH2:11][CH2:12][CH2:13]Br)=[CH:6][C:5]=1[NH:15][C:16](=[O:31])/[CH:17]=[CH:18]/[C:19]1[CH:24]=[CH:23][C:22]([C:25]2[CH:30]=[CH:29][CH:28]=[CH:27][CH:26]=2)=[CH:21][CH:20]=1.C(=O)([O-])[O-].[Cs+].[Cs+].[C:39]([C:43]1[CH:51]=[CH:50][C:46]([CH:47]=[N:48][OH:49])=[CH:45][CH:44]=1)([CH3:42])([CH3:41])[CH3:40]. Given the product [C:22]1([C:25]2[CH:26]=[CH:27][CH:28]=[CH:29][CH:30]=2)[CH:21]=[CH:20][C:19](/[CH:18]=[CH:17]/[C:16]([NH:15][C:5]2[CH:6]=[C:7]([O:10][CH2:11][CH2:12][CH2:13][O:49]/[N:48]=[CH:47]/[C:46]3[CH:45]=[CH:44][C:43]([C:39]([CH3:42])([CH3:40])[CH3:41])=[CH:51][CH:50]=3)[CH:8]=[CH:9][C:4]=2[C:3]([OH:32])=[O:2])=[O:31])=[CH:24][CH:23]=1.[CH3:1][O:2][C:3](=[O:32])[C:4]1[CH:9]=[CH:8][C:7]([O:10][CH2:11][CH2:12][CH2:13][O:49]/[N:48]=[CH:47]/[C:46]2[CH:50]=[CH:51][C:43]([C:39]([CH3:42])([CH3:41])[CH3:40])=[CH:44][CH:45]=2)=[CH:6][C:5]=1[NH:15][C:16](=[O:31])/[CH:17]=[CH:18]/[C:19]1[CH:24]=[CH:23][C:22]([C:25]2[CH:30]=[CH:29][CH:28]=[CH:27][CH:26]=2)=[CH:21][CH:20]=1, predict the reactants needed to synthesize it. (2) Given the product [CH3:1][NH:2][CH2:3][CH2:4][N:5]1[CH2:10][CH2:9][S:8][C:7]2[CH:11]=[C:12]([N+:15]([O-:17])=[O:16])[CH:13]=[CH:14][C:6]1=2, predict the reactants needed to synthesize it. The reactants are: [CH3:1][N:2](C)[CH2:3][CH2:4][N:5]1[CH2:10][CH2:9][S:8][C:7]2[CH:11]=[C:12]([N+:15]([O-:17])=[O:16])[CH:13]=[CH:14][C:6]1=2.ClC(OC(Cl)=O)C.C(Cl)Cl. (3) The reactants are: [NH:1]1[CH2:6][CH2:5][CH:4]([C:7]2[N:8]=[N:9][N:10]3[C:15]=2[C:14]2[CH:16]=[CH:17][NH:18][C:13]=2[N:12]=[CH:11]3)[CH2:3][CH2:2]1.[C:19](O)(=O)[CH3:20].[C:23]([BH3-])#[N:24].[Na+].[C:27](O[BH-](OC(=O)C)OC(=O)C)(=O)[CH3:28].[Na+].[CH3:41]O. Given the product [N:24]1[CH:23]=[CH:28][CH:27]=[C:19]([CH2:20][N:1]2[CH2:2][CH2:3][CH:4]([C:7]3[N:8]=[N:9][N:10]4[C:15]=3[C:14]3[CH:16]=[CH:17][NH:18][C:13]=3[N:12]=[CH:11]4)[CH2:5][CH2:6]2)[CH:41]=1, predict the reactants needed to synthesize it. (4) Given the product [C:1]([O:5][C:6]([N:8]1[CH2:12][C@:11]([C:14]([CH3:22])([CH3:21])[O:15][SiH2:16][C:17]([CH3:20])([CH3:19])[CH3:18])([F:41])[CH2:10][C@H:9]1[C:23](=[O:34])[NH:24][CH2:25][C:26]1[CH:31]=[CH:30][CH:29]=[C:28]([Cl:32])[C:27]=1[F:33])=[O:7])([CH3:4])([CH3:3])[CH3:2], predict the reactants needed to synthesize it. The reactants are: [C:1]([O:5][C:6]([N:8]1[CH2:12][C@@:11]([C:14]([CH3:22])([CH3:21])[O:15][SiH2:16][C:17]([CH3:20])([CH3:19])[CH3:18])(O)[CH2:10][C@H:9]1[C:23](=[O:34])[NH:24][CH2:25][C:26]1[CH:31]=[CH:30][CH:29]=[C:28]([Cl:32])[C:27]=1[F:33])=[O:7])([CH3:4])([CH3:3])[CH3:2].CCN(S(F)(F)[F:41])CC.C([O-])(O)=O.[Na+]. (5) Given the product [N:1]1[C:2]([C:15]2[N:19]([CH:20]([CH3:21])[CH3:22])[N:18]=[C:17]([CH2:23][N:27]([CH3:28])[CH3:26])[N:16]=2)=[CH:3][N:4]2[C:10]=1[C:9]1[CH:11]=[CH:12][CH:13]=[CH:14][C:8]=1[O:7][CH2:6][CH2:5]2, predict the reactants needed to synthesize it. The reactants are: [N:1]1[C:2]([C:15]2[N:19]([CH:20]([CH3:22])[CH3:21])[N:18]=[C:17]([CH:23]=O)[N:16]=2)=[CH:3][N:4]2[C:10]=1[C:9]1[CH:11]=[CH:12][CH:13]=[CH:14][C:8]=1[O:7][CH2:6][CH2:5]2.Cl.[CH3:26][NH:27][CH3:28].C(O[BH-](OC(=O)C)OC(=O)C)(=O)C.[Na+]. (6) Given the product [CH3:2][C@@H:3]1[CH2:7][CH2:6][CH2:5][N:4]1[CH2:9][CH2:10][OH:11], predict the reactants needed to synthesize it. The reactants are: Cl.[CH3:2][C@@H:3]1[CH2:7][CH2:6][CH2:5][NH:4]1.Br[CH2:9][CH2:10][OH:11].C([O-])([O-])=O.[K+].[K+]. (7) The reactants are: C[O-].[Na+].[C:4]([O:12]CC)(=O)[CH2:5][C:6]([O:8]CC)=O.[F:15][C:16]([F:25])([F:24])[CH:17]1[CH2:22][CH2:21][NH:20][C:19]([NH2:23])=[N:18]1.Cl. Given the product [OH:8][C:6]1[N:23]=[C:19]2[NH:18][CH:17]([C:16]([F:25])([F:15])[F:24])[CH2:22][CH2:21][N:20]2[C:4](=[O:12])[CH:5]=1, predict the reactants needed to synthesize it. (8) Given the product [C:9]1([S:15]([C:18]2[CH:19]=[CH:20][C:21]([O:27][CH2:1][C:2]3[CH:7]=[CH:6][CH:5]=[CH:4][CH:3]=3)=[C:22]([C:24](=[O:26])[CH3:25])[CH:23]=2)(=[O:17])=[O:16])[CH:10]=[CH:11][CH:12]=[CH:13][CH:14]=1, predict the reactants needed to synthesize it. The reactants are: [CH2:1](Br)[C:2]1[CH:7]=[CH:6][CH:5]=[CH:4][CH:3]=1.[C:9]1([S:15]([C:18]2[CH:19]=[CH:20][C:21]([OH:27])=[C:22]([C:24](=[O:26])[CH3:25])[CH:23]=2)(=[O:17])=[O:16])[CH:14]=[CH:13][CH:12]=[CH:11][CH:10]=1.C(=O)([O-])[O-].[K+].[K+]. (9) Given the product [N+:15]([C:12]1[CH:11]=[CH:10][C:9]([C:5]2([C:3]([OH:4])=[O:2])[CH2:6][CH2:7][CH2:8]2)=[CH:14][CH:13]=1)([O-:17])=[O:16], predict the reactants needed to synthesize it. The reactants are: C[O:2][C:3]([C:5]1([C:9]2[CH:14]=[CH:13][C:12]([N+:15]([O-:17])=[O:16])=[CH:11][CH:10]=2)[CH2:8][CH2:7][CH2:6]1)=[O:4].C1COCC1.[OH-].[Na+]. (10) Given the product [I:1][C:2]1[CH:3]=[CH:4][C:5]([CH3:16])=[C:6]([CH:15]=1)[CH2:7][C:8]1[CH:13]=[CH:12][C:11]([O:14][Si:26]([C:22]([CH3:25])([CH3:24])[CH3:23])([CH3:29])[CH3:28])=[CH:10][CH:9]=1, predict the reactants needed to synthesize it. The reactants are: [I:1][C:2]1[CH:3]=[CH:4][C:5]([CH3:16])=[C:6]([CH:15]=1)[CH2:7][C:8]1[CH:13]=[CH:12][C:11]([OH:14])=[CH:10][CH:9]=1.N1C=CN=C1.[C:22]([Si:26]([CH3:29])([CH3:28])Cl)([CH3:25])([CH3:24])[CH3:23].